This data is from Plasma protein binding rate (PPBR) regression data from AstraZeneca. The task is: Regression/Classification. Given a drug SMILES string, predict its absorption, distribution, metabolism, or excretion properties. Task type varies by dataset: regression for continuous measurements (e.g., permeability, clearance, half-life) or binary classification for categorical outcomes (e.g., BBB penetration, CYP inhibition). For this dataset (ppbr_az), we predict Y. The molecule is CN(C)c1nc(NC[C@H]2CC[C@H](CNS(=O)(=O)c3ccc(Br)cc3OC(F)(F)F)CC2)nc2ccccc12. The Y is 100.0 %.